From a dataset of Reaction yield outcomes from USPTO patents with 853,638 reactions. Predict the reaction yield, written as a fraction of the theoretical maximum amount of product (1.0 means a 100% yield; for example, 0.34 means a 34% yield). (1) The reactants are [CH3:1][C@@H:2]1[C@H:6]([C:7]2[CH:12]=[CH:11][CH:10]=[CH:9][CH:8]=2)[O:5][S@@:4](=[O:13])[N:3]1[S:14]([C:17]1[CH:22]=[CH:21][C:20]([CH3:23])=[CH:19][CH:18]=1)(=[O:16])=[O:15].[C:24]([Mg]Cl)([CH3:27])([CH3:26])[CH3:25]. The catalyst is C1COCC1. The product is [C:7]1([C@H:6]([O:5][S@:4]([C:24]([CH3:27])([CH3:26])[CH3:25])=[O:13])[C@H:2]([NH:3][S:14]([C:17]2[CH:22]=[CH:21][C:20]([CH3:23])=[CH:19][CH:18]=2)(=[O:16])=[O:15])[CH3:1])[CH:12]=[CH:11][CH:10]=[CH:9][CH:8]=1. The yield is 0.990. (2) The reactants are Br[C:2]1[CH:7]=[CH:6][C:5]([C:8]2[CH:13]=[CH:12][CH:11]=[CH:10][CH:9]=2)=[CH:4][CH:3]=1.[Cl:14][C:15]1[CH:28]=[CH:27][C:26]2[NH:25][C:24]3[C:19](=[CH:20][CH:21]=[CH:22][CH:23]=3)[C:18]([CH3:30])([CH3:29])[C:17]=2[CH:16]=1.N#N.CC([O-])(C)C.[Na+]. The catalyst is C1(C)C=CC=CC=1.C1C=CC(P(C2C=CC=CC=2)[C-]2C=CC=C2)=CC=1.C1C=CC(P(C2C=CC=CC=2)[C-]2C=CC=C2)=CC=1.[Fe+2].C([O-])(=O)C.[Pd+2].C([O-])(=O)C.O. The product is [C:5]1([C:8]2[CH:13]=[CH:12][CH:11]=[CH:10][CH:9]=2)[CH:6]=[CH:7][C:2]([N:25]2[C:24]3[C:19](=[CH:20][CH:21]=[CH:22][CH:23]=3)[C:18]([CH3:29])([CH3:30])[C:17]3[CH:16]=[C:15]([Cl:14])[CH:28]=[CH:27][C:26]2=3)=[CH:3][CH:4]=1. The yield is 0.750. (3) The reactants are [CH2:1]([N:8]([CH2:33][C:34]1[CH:39]=[CH:38][CH:37]=[CH:36][CH:35]=1)[C@@H:9]([C@H:20]([CH2:28][CH:29]([OH:32])[CH2:30][OH:31])[C:21]([O:23][C:24]([CH3:27])([CH3:26])[CH3:25])=[O:22])[C:10]([O:12][CH2:13][C:14]1[CH:19]=[CH:18][CH:17]=[CH:16][CH:15]=1)=[O:11])[C:2]1[CH:7]=[CH:6][CH:5]=[CH:4][CH:3]=1.[CH3:40][S:41](Cl)(=[O:43])=[O:42].C(O)(=O)CC(CC(O)=O)(C(O)=O)O. The catalyst is N1C=CC=CC=1. The product is [CH2:1]([N:8]([CH2:33][C:34]1[CH:35]=[CH:36][CH:37]=[CH:38][CH:39]=1)[C@@H:9]([C@H:20]([CH2:28][CH:29]([OH:32])[CH2:30][O:31][S:41]([CH3:40])(=[O:43])=[O:42])[C:21]([O:23][C:24]([CH3:27])([CH3:26])[CH3:25])=[O:22])[C:10]([O:12][CH2:13][C:14]1[CH:19]=[CH:18][CH:17]=[CH:16][CH:15]=1)=[O:11])[C:2]1[CH:7]=[CH:6][CH:5]=[CH:4][CH:3]=1. The yield is 0.810. (4) The reactants are [Cl:1][C:2]1[CH:3]=[C:4]([NH:16][C:17]2[C:26]3[C:21](=[CH:22][CH:23]=[CH:24][C:25]=3[O:27][CH2:28][CH2:29][NH:30][CH2:31][CH:32]3[CH2:34][CH2:33]3)[N:20]=[CH:19][N:18]=2)[CH:5]=[CH:6][C:7]=1[O:8][CH2:9][C:10]1[CH:15]=[CH:14][CH:13]=[CH:12][N:11]=1.[C:35](Cl)(=[O:37])[CH3:36]. No catalyst specified. The product is [Cl:1][C:2]1[CH:3]=[C:4]([NH:16][C:17]2[C:26]3[C:21](=[CH:22][CH:23]=[CH:24][C:25]=3[O:27][CH2:28][CH2:29][N:30]([CH2:31][CH:32]3[CH2:34][CH2:33]3)[C:35](=[O:37])[CH3:36])[N:20]=[CH:19][N:18]=2)[CH:5]=[CH:6][C:7]=1[O:8][CH2:9][C:10]1[CH:15]=[CH:14][CH:13]=[CH:12][N:11]=1. The yield is 0.580. (5) The reactants are Br[C:2]1[CH2:3][CH:4]2[C:9]([CH3:11])([CH3:10])[O:8][C:7](=[O:12])[NH:6][C:5]2=[C:13]([F:15])[CH:14]=1.[F:16][C:17]1[CH:22]=[CH:21][C:20](B(O)O)=[CH:19][C:18]=1[Cl:26].C(=O)([O-])[O-].[Na+].[Na+].C(OCC)(=O)C. The catalyst is COCCOC.O.[Pd].C1(P(C2C=CC=CC=2)C2C=CC=CC=2)C=CC=CC=1.C1(P(C2C=CC=CC=2)C2C=CC=CC=2)C=CC=CC=1.C1(P(C2C=CC=CC=2)C2C=CC=CC=2)C=CC=CC=1.C1(P(C2C=CC=CC=2)C2C=CC=CC=2)C=CC=CC=1. The product is [Cl:26][C:18]1[CH:19]=[C:20]([C:2]2[CH:14]=[C:13]([F:15])[C:5]3[NH:6][C:7](=[O:12])[O:8][C:9]([CH3:11])([CH3:10])[C:4]=3[CH:3]=2)[CH:21]=[CH:22][C:17]=1[F:16]. The yield is 0.660. (6) The catalyst is C(Cl)Cl. The yield is 0.480. The product is [Cl:13][C:14]1[N:19]=[C:18]([S:20][CH2:21][C:22]2[CH:27]=[CH:26][CH:25]=[CH:24][CH:23]=2)[N:17]=[C:16]2[C:15]=1[NH:29][C:2](=[O:4])[NH:28]2. The reactants are Cl[C:2](Cl)([O:4]C(=O)OC(Cl)(Cl)Cl)Cl.[Cl:13][C:14]1[N:19]=[C:18]([S:20][CH2:21][C:22]2[CH:27]=[CH:26][CH:25]=[CH:24][CH:23]=2)[N:17]=[C:16]([NH2:28])[C:15]=1[NH2:29].C(N(CC)CC)C.